From a dataset of Reaction yield outcomes from USPTO patents with 853,638 reactions. Predict the reaction yield, written as a fraction of the theoretical maximum amount of product (1.0 means a 100% yield; for example, 0.34 means a 34% yield). (1) The reactants are [F:1][C:2]1[CH:7]=[C:6]([F:8])[CH:5]=[CH:4][C:3]=1[CH2:9][C:10]([C:12]1[CH:17]=[CH:16][CH:15]=[CH:14][CH:13]=1)=[O:11].[Br:18]Br. The catalyst is C(O)(=O)C. The product is [Br:18][CH:9]([C:3]1[CH:4]=[CH:5][C:6]([F:8])=[CH:7][C:2]=1[F:1])[C:10]([C:12]1[CH:13]=[CH:14][CH:15]=[CH:16][CH:17]=1)=[O:11]. The yield is 0.620. (2) The reactants are [CH3:1][C:2]([CH3:18])([CH2:6][O:7][Si:8]([CH:15]([CH3:17])[CH3:16])([CH:12]([CH3:14])[CH3:13])[CH:9]([CH3:11])[CH3:10])[C:3]([OH:5])=O.CCN=C=NCCCN(C)C.Cl.[CH3:31][NH:32][O:33][CH3:34].CCOC(C)=O. The catalyst is ClCCl.CN(C1C=CN=CC=1)C. The product is [CH3:34][O:33][N:32]([CH3:31])[C:3](=[O:5])[C:2]([CH3:1])([CH3:18])[CH2:6][O:7][Si:8]([CH:15]([CH3:17])[CH3:16])([CH:12]([CH3:14])[CH3:13])[CH:9]([CH3:11])[CH3:10]. The yield is 0.790. (3) The catalyst is O1CCOCC1. The product is [Br:34][CH2:6][CH2:7][O:8][C:9]1[CH:14]=[CH:13][C:12]([CH:15]2[CH2:20][CH2:19][N:18]([C:21]3[CH:22]=[CH:23][C:24]4[N:25]([C:27]([C:30]([F:33])([F:32])[F:31])=[N:28][N:29]=4)[N:26]=3)[CH2:17][CH2:16]2)=[CH:11][CH:10]=1. The yield is 0.950. The reactants are CS(O[CH2:6][CH2:7][O:8][C:9]1[CH:14]=[CH:13][C:12]([CH:15]2[CH2:20][CH2:19][N:18]([C:21]3[CH:22]=[CH:23][C:24]4[N:25]([C:27]([C:30]([F:33])([F:32])[F:31])=[N:28][N:29]=4)[N:26]=3)[CH2:17][CH2:16]2)=[CH:11][CH:10]=1)(=O)=O.[Br-:34].[Li+]. (4) The reactants are C1(C)C=CC=CC=1.[F:8][C:9]([F:20])([F:19])[C:10]([C:12]1[CH:17]=[CH:16][C:15]([F:18])=[CH:14][CH:13]=1)=[O:11].[B]1OC2C(=CC=CC=2)O1.Cl. The catalyst is O1CCBN1.C(OCC)(=O)C.ClCCl. The product is [F:20][C:9]([F:8])([F:19])[C@@H:10]([C:12]1[CH:13]=[CH:14][C:15]([F:18])=[CH:16][CH:17]=1)[OH:11]. The yield is 0.870. (5) The reactants are [C:1]([N:4]1[CH2:9][CH2:8][CH:7]([N:10](C(OC(C)(C)C)=O)[NH:11]C(OC(C)(C)C)=O)[CH2:6][CH2:5]1)(=[O:3])[CH3:2].[ClH:26]. The catalyst is CO.O1CCOCC1. The product is [ClH:26].[C:1]([N:4]1[CH2:5][CH2:6][CH:7]([NH:10][NH2:11])[CH2:8][CH2:9]1)(=[O:3])[CH3:2]. The yield is 0.770.